From a dataset of Reaction yield outcomes from USPTO patents with 853,638 reactions. Predict the reaction yield, written as a fraction of the theoretical maximum amount of product (1.0 means a 100% yield; for example, 0.34 means a 34% yield). (1) The reactants are [CH3:1][CH:2]1[C:6](=[O:7])[NH:5][N:4]=[CH:3]1.Br[CH2:9][C:10]([O:12][CH2:13][CH3:14])=[O:11].C(=O)([O-])[O-].[K+].[K+].CCCCCCC. The catalyst is C(OCC)(=O)C. The product is [CH2:13]([O:12][C:10](=[O:11])[CH2:9][N:4]1[CH:3]=[C:2]([CH3:1])[C:6](=[O:7])[NH:5]1)[CH3:14]. The yield is 0.160. (2) The reactants are [Cl:1][C:2]1[CH:7]=[CH:6][C:5]([NH:8][C:9]([N:11]2[CH2:15][CH2:14][CH2:13][CH2:12]2)=[O:10])=[CH:4][C:3]=1[C:16]1[N:17]=[C:18]2[N:23]=[CH:22][C:21]([C:24]3[CH2:29][CH2:28][N:27](C(OC(C)(C)C)=O)[CH2:26][CH:25]=3)=[CH:20][N:19]2[CH:37]=1. The catalyst is C(O)(C(F)(F)F)=O. The product is [Cl:1][C:2]1[CH:7]=[CH:6][C:5]([NH:8][C:9]([N:11]2[CH2:12][CH2:13][CH2:14][CH2:15]2)=[O:10])=[CH:4][C:3]=1[C:16]1[N:17]=[C:18]2[N:23]=[CH:22][C:21]([C:24]3[CH2:29][CH2:28][NH:27][CH2:26][CH:25]=3)=[CH:20][N:19]2[CH:37]=1. The yield is 0.980. (3) The reactants are [NH2:1][C:2]1[C:3]([CH3:13])=[C:4]([CH:9]=[C:10]([Br:12])[CH:11]=1)[C:5]([O:7][CH3:8])=[O:6].[CH:14](=O)[CH3:15].C(O)(=O)C.C(O[BH-](OC(=O)C)OC(=O)C)(=O)C.[Na+]. The catalyst is ClC(Cl)C.ClCCl. The product is [Br:12][C:10]1[CH:11]=[C:2]([NH:1][CH2:14][CH3:15])[C:3]([CH3:13])=[C:4]([CH:9]=1)[C:5]([O:7][CH3:8])=[O:6]. The yield is 0.550. (4) The reactants are [OH-].[Na+].[OH:3][CH2:4][CH:5]1[CH2:10][CH2:9][CH2:8][N:7]([C:11]2[CH:12]=[CH:13][C:14]([CH3:32])=[C:15]([CH:31]=2)[C:16]([NH:18][C:19]2[C:28]([CH3:29])=[CH:27][C:22]([C:23]([O:25]C)=[O:24])=[CH:21][C:20]=2[CH3:30])=[O:17])[CH2:6]1.CO. The catalyst is C1COCC1. The product is [OH:3][CH2:4][CH:5]1[CH2:10][CH2:9][CH2:8][N:7]([C:11]2[CH:12]=[CH:13][C:14]([CH3:32])=[C:15]([CH:31]=2)[C:16]([NH:18][C:19]2[C:20]([CH3:30])=[CH:21][C:22]([C:23]([OH:25])=[O:24])=[CH:27][C:28]=2[CH3:29])=[O:17])[CH2:6]1. The yield is 0.900. (5) The reactants are [Br:1][C:2]1[CH:7]=[CH:6][C:5]([N+:8]([O-])=O)=[C:4]([O:11][CH2:12][CH3:13])[CH:3]=1.[Sn](Cl)Cl. The catalyst is CCO. The product is [Br:1][C:2]1[CH:7]=[CH:6][C:5]([NH2:8])=[C:4]([O:11][CH2:12][CH3:13])[CH:3]=1. The yield is 0.820. (6) The reactants are [Br:1][C:2]1[CH:3]=[C:4]([CH2:8][C:9]([OH:11])=[O:10])[CH:5]=[CH:6][CH:7]=1.[Si](C=[N+]=[N-])(C)(C)[CH3:13]. The catalyst is C1C=CC=CC=1.CO. The product is [Br:1][C:2]1[CH:3]=[C:4]([CH2:8][C:9]([O:11][CH3:13])=[O:10])[CH:5]=[CH:6][CH:7]=1. The yield is 0.697. (7) The reactants are [F:1][C:2]([F:28])([F:27])[C:3]1[CH:26]=[CH:25][C:6]([CH2:7][O:8][N:9]=[C:10]([C:12]2[CH:24]=[CH:23][C:15]([O:16][CH2:17][C:18](OCC)=[O:19])=[CH:14][CH:13]=2)[CH3:11])=[CH:5][CH:4]=1.O.[NH2:30][NH2:31]. The catalyst is C(O)C. The product is [F:1][C:2]([F:28])([F:27])[C:3]1[CH:26]=[CH:25][C:6]([CH2:7][O:8][N:9]=[C:10]([C:12]2[CH:24]=[CH:23][C:15]([O:16][CH2:17][C:18]([NH:30][NH2:31])=[O:19])=[CH:14][CH:13]=2)[CH3:11])=[CH:5][CH:4]=1. The yield is 0.830. (8) The reactants are Cl[C:2]1[CH:3]=[CH:4][N:5]2[C:10]([C:11]=1[CH3:12])=[C:9]([CH:13]1[CH2:15][CH2:14]1)[CH:8]=[C:7]([C:16]([O:18][CH3:19])=[O:17])[C:6]2=[O:20].[C:21]([NH:24][C:25]1[CH:30]=[CH:29][C:28](B(O)O)=[CH:27][CH:26]=1)(=[O:23])[CH3:22]. No catalyst specified. The product is [C:21]([NH:24][C:25]1[CH:30]=[CH:29][C:28]([C:2]2[CH:3]=[CH:4][N:5]3[C:10]([C:11]=2[CH3:12])=[C:9]([CH:13]2[CH2:15][CH2:14]2)[CH:8]=[C:7]([C:16]([O:18][CH3:19])=[O:17])[C:6]3=[O:20])=[CH:27][CH:26]=1)(=[O:23])[CH3:22]. The yield is 0.900.